Regression. Given a peptide amino acid sequence and an MHC pseudo amino acid sequence, predict their binding affinity value. This is MHC class I binding data. From a dataset of Peptide-MHC class I binding affinity with 185,985 pairs from IEDB/IMGT. (1) The peptide sequence is SSARYDVAL. The MHC is HLA-B44:02 with pseudo-sequence HLA-B44:02. The binding affinity (normalized) is 0.0847. (2) The peptide sequence is AISDPCMGL. The MHC is HLA-A24:03 with pseudo-sequence HLA-A24:03. The binding affinity (normalized) is 0.327.